From a dataset of Catalyst prediction with 721,799 reactions and 888 catalyst types from USPTO. Predict which catalyst facilitates the given reaction. (1) Reactant: [C:1]1([CH2:13][C:14]2[C:15](=[O:29])[NH:16][C:17](=[O:28])[C:18]=2[C:19]2[C:27]3[C:22](=[CH:23][CH:24]=[CH:25][CH:26]=3)[NH:21][CH:20]=2)[C:11]2=[C:12]3[C:7](=[CH:8][CH:9]=[CH:10]2)[CH2:6][CH2:5][CH2:4][N:3]3[CH:2]=1.[Mg]. Product: [C:1]1([CH2:13][C@H:14]2[C@H:18]([C:19]3[C:27]4[C:22](=[CH:23][CH:24]=[CH:25][CH:26]=4)[NH:21][CH:20]=3)[C:17](=[O:28])[NH:16][C:15]2=[O:29])[C:11]2=[C:12]3[C:7](=[CH:8][CH:9]=[CH:10]2)[CH2:6][CH2:5][CH2:4][N:3]3[CH:2]=1. The catalyst class is: 5. (2) The catalyst class is: 3. Product: [CH:3]([C:4]1[CH:5]=[CH:6][C:7]([O:13][CH2:14][CH2:15][N:16]2[CH2:21][CH2:20][O:19][CH2:18][CH2:17]2)=[C:8]([CH:12]=1)[C:9]([NH2:26])=[O:10])=[O:2]. Reactant: C[O:2][CH:3](OC)[C:4]1[CH:5]=[CH:6][C:7]([O:13][CH2:14][CH2:15][N:16]2[CH2:21][CH2:20][O:19][CH2:18][CH2:17]2)=[C:8]([CH:12]=1)[C:9](O)=[O:10].[NH4+].O[N:26]1C2C=CC=CC=2N=N1.Cl.C(N=C=NCCCN(C)C)C. (3) Product: [C:17]([Si:14]([CH3:16])([CH3:15])[O:13][CH:10]1[CH2:9][CH2:8][CH:7]([N:5]2[CH:6]=[C:2]([I:1])[CH:3]=[N:4]2)[CH2:12][CH2:11]1)([CH3:20])([CH3:19])[CH3:18]. Reactant: [I:1][C:2]1[CH:3]=[N:4][N:5]([C@H:7]2[CH2:12][CH2:11][C@H:10]([OH:13])[CH2:9][CH2:8]2)[CH:6]=1.[Si:14](Cl)([C:17]([CH3:20])([CH3:19])[CH3:18])([CH3:16])[CH3:15].N1C=CN=C1.C(Cl)Cl. The catalyst class is: 277.